Dataset: Full USPTO retrosynthesis dataset with 1.9M reactions from patents (1976-2016). Task: Predict the reactants needed to synthesize the given product. (1) Given the product [CH3:1][Si:2]([C:7]1[CH2:6][CH:10]=[CH:9][CH:8]=1)([CH3:4])[CH3:3], predict the reactants needed to synthesize it. The reactants are: [CH3:1][Si:2](Cl)([CH3:4])[CH3:3].[CH:6]1([Na])[CH:10]=[CH:9][CH:8]=[CH:7]1. (2) Given the product [Cl:1][C:2]1[CH:3]=[CH:4][C:5]([C:6]([N:8]2[CH2:14][C:13]3[CH:15]=[CH:16][C:17]([C:19]([O:21][CH2:39][CH3:40])=[O:20])=[CH:18][C:12]=3[N:11]([CH2:22][C:23]3[CH:28]=[CH:27][C:26]([C:29]([N:31]4[CH2:32][CH:33]=[CH:34][CH2:35]4)=[O:30])=[CH:25][CH:24]=3)[C:10](=[O:36])[CH2:9]2)=[O:7])=[CH:37][CH:38]=1, predict the reactants needed to synthesize it. The reactants are: [Cl:1][C:2]1[CH:38]=[CH:37][C:5]([C:6]([N:8]2[CH2:14][C:13]3[CH:15]=[CH:16][C:17]([C:19]([OH:21])=[O:20])=[CH:18][C:12]=3[N:11]([CH2:22][C:23]3[CH:28]=[CH:27][C:26]([C:29]([N:31]4[CH2:35][CH:34]=[CH:33][CH2:32]4)=[O:30])=[CH:25][CH:24]=3)[C:10](=[O:36])[CH2:9]2)=[O:7])=[CH:4][CH:3]=1.[CH2:39](O)[CH3:40].C(N(CC)CC)C.